From a dataset of CYP2D6 inhibition data for predicting drug metabolism from PubChem BioAssay. Regression/Classification. Given a drug SMILES string, predict its absorption, distribution, metabolism, or excretion properties. Task type varies by dataset: regression for continuous measurements (e.g., permeability, clearance, half-life) or binary classification for categorical outcomes (e.g., BBB penetration, CYP inhibition). Dataset: cyp2d6_veith. (1) The compound is Cc1ccc(OP(=O)(Oc2ccc(C)cc2)N2C=Cc3ccccc3[C@H]2C#N)cc1. The result is 0 (non-inhibitor). (2) The molecule is Cc1ccc(SCCNC(=S)Nc2ccc(C)c(C)c2)cc1. The result is 1 (inhibitor).